Dataset: Catalyst prediction with 721,799 reactions and 888 catalyst types from USPTO. Task: Predict which catalyst facilitates the given reaction. (1) Reactant: C(=O)([O-])[O-].[K+].[K+].F[C:8]1[CH:13]=[C:12]([C:14]([F:17])([F:16])[F:15])[CH:11]=[CH:10][N:9]=1.[NH2:18][C:19]1[C:24]([C:25]2[CH:30]=[CH:29][C:28]([OH:31])=[CH:27][CH:26]=2)=[CH:23][C:22]([Cl:32])=[CH:21][N:20]=1. Product: [Cl:32][C:22]1[CH:23]=[C:24]([C:25]2[CH:26]=[CH:27][C:28]([O:31][C:8]3[CH:13]=[C:12]([C:14]([F:17])([F:16])[F:15])[CH:11]=[CH:10][N:9]=3)=[CH:29][CH:30]=2)[C:19]([NH2:18])=[N:20][CH:21]=1. The catalyst class is: 16. (2) Reactant: [O:1]=[C:2]1[CH2:19][CH2:18][C:5]2([CH2:10][CH2:9][N:8]([C:11]([O:13][C:14]([CH3:17])([CH3:16])[CH3:15])=[O:12])[CH2:7][CH2:6]2)[CH:4]=[CH:3]1. Product: [CH3:7][N:8](/[CH:11]=[C:19]1/[C:2](=[O:1])[CH:3]=[CH:4][C:5]2([CH2:18]/1)[CH2:10][CH2:9][N:8]([C:11]([O:13][C:14]([CH3:15])([CH3:16])[CH3:17])=[O:12])[CH2:7][CH2:6]2)[CH3:9]. The catalyst class is: 11.